Dataset: Forward reaction prediction with 1.9M reactions from USPTO patents (1976-2016). Task: Predict the product of the given reaction. (1) Given the reactants C(OC(=O)[NH:7][C@H:8]([C:12]([N:14]1[CH2:23][CH2:22][C:21]2[C:16](=[CH:17][CH:18]=[CH:19][CH:20]=2)[C@H:15]1[C:24](=[O:34])[NH:25][C:26]1[C:31]([F:32])=[CH:30][CH:29]=[CH:28][C:27]=1[Cl:33])=[O:13])[CH:9]([CH3:11])[CH3:10])(C)(C)C.[C:36]([OH:42])([C:38]([F:41])([F:40])[F:39])=[O:37], predict the reaction product. The product is: [F:39][C:38]([F:41])([F:40])[C:36]([OH:42])=[O:37].[Cl:33][C:27]1[CH:28]=[CH:29][CH:30]=[C:31]([F:32])[C:26]=1[NH:25][C:24]([C@@H:15]1[C:16]2[C:21](=[CH:20][CH:19]=[CH:18][CH:17]=2)[CH2:22][CH2:23][N:14]1[C:12](=[O:13])[C@@H:8]([NH2:7])[CH:9]([CH3:11])[CH3:10])=[O:34]. (2) Given the reactants N1C=CC=CC=1.[C:7]([C:10]1[CH:11]=[CH:12][C:13](Br)=[N:14][CH:15]=1)(=[O:9])[CH3:8].[C:17]1([CH3:26])[CH:22]=[CH:21][C:20](B(O)O)=[CH:19][CH:18]=1.C([O-])([O-])=O.[Na+].[Na+], predict the reaction product. The product is: [C:17]1([CH3:26])[CH:22]=[CH:21][C:20]([C:13]2[N:14]=[CH:15][C:10]([C:7](=[O:9])[CH3:8])=[CH:11][CH:12]=2)=[CH:19][CH:18]=1. (3) Given the reactants [CH2:1]([O:3][C:4](=[O:18])/[C:5](/O)=[CH:6]/[C:7]([C:9]1[CH:14]=[CH:13][C:12]([Cl:15])=[C:11]([Cl:16])[CH:10]=1)=O)[CH3:2].[CH3:19][NH:20][NH2:21], predict the reaction product. The product is: [CH2:1]([O:3][C:4]([C:5]1[N:20]([CH3:19])[N:21]=[C:7]([C:9]2[CH:14]=[CH:13][C:12]([Cl:15])=[C:11]([Cl:16])[CH:10]=2)[CH:6]=1)=[O:18])[CH3:2].[CH2:1]([O:3][C:4]([C:5]1[CH:6]=[C:7]([C:9]2[CH:14]=[CH:13][C:12]([Cl:15])=[C:11]([Cl:16])[CH:10]=2)[N:20]([CH3:19])[N:21]=1)=[O:18])[CH3:2]. (4) Given the reactants Cl.[NH2:2][C:3]1[CH:4]=[C:5]([N:9]2[C:13]([CH3:14])=[C:12]([C:15]([N:17]3[CH2:22][CH2:21][CH:20]([N:23]4[CH2:27][CH2:26][CH2:25][CH2:24]4)[CH2:19][CH2:18]3)=[O:16])[C:11]([CH3:28])=[N:10]2)[CH:6]=[CH:7][CH:8]=1.[F:29][C:30]([F:41])([F:40])[C:31](O[C:31](=[O:32])[C:30]([F:41])([F:40])[F:29])=[O:32], predict the reaction product. The product is: [CH3:28][C:11]1[C:12]([C:15]([N:17]2[CH2:22][CH2:21][CH:20]([N:23]3[CH2:24][CH2:25][CH2:26][CH2:27]3)[CH2:19][CH2:18]2)=[O:16])=[C:13]([CH3:14])[N:9]([C:5]2[CH:4]=[C:3]([NH:2][C:31](=[O:32])[C:30]([F:41])([F:40])[F:29])[CH:8]=[CH:7][CH:6]=2)[N:10]=1. (5) Given the reactants [CH2:1]1CCN(C(N=NC(N2CCCCC2)=O)=O)CC1.[CH:19]1([O:24][C:25]2[CH:26]=[C:27]([C:42]3[NH:46][N:45]=[C:44]([OH:47])[CH:43]=3)[CH:28]=[C:29]([O:31][C:32]3[CH:37]=[CH:36][C:35]([S:38]([CH3:41])(=[O:40])=[O:39])=[CH:34][CH:33]=3)[CH:30]=2)[CH2:23][CH2:22][CH2:21][CH2:20]1.CO.C(P(CCCC)CCCC)CCC, predict the reaction product. The product is: [CH:19]1([O:24][C:25]2[CH:26]=[C:27]([C:42]3[NH:46][N:45]=[C:44]([O:47][CH3:1])[CH:43]=3)[CH:28]=[C:29]([O:31][C:32]3[CH:33]=[CH:34][C:35]([S:38]([CH3:41])(=[O:39])=[O:40])=[CH:36][CH:37]=3)[CH:30]=2)[CH2:20][CH2:21][CH2:22][CH2:23]1. (6) Given the reactants [CH3:1][C:2]1[CH:3]=[C:4]([C:22]2[CH:27]=[CH:26][CH:25]=[CH:24][CH:23]=2)[CH:5]=[C:6]([CH3:21])[C:7]=1[CH:8]1[C:12](=[O:13])[C:11](=[CH:14][CH:15]2[CH2:19][CH2:18][O:17][CH2:16]2)[CH2:10][C:9]1=[O:20].[H][H], predict the reaction product. The product is: [CH3:21][C:6]1[CH:5]=[C:4]([C:22]2[CH:23]=[CH:24][CH:25]=[CH:26][CH:27]=2)[CH:3]=[C:2]([CH3:1])[C:7]=1[CH:8]1[C:12](=[O:13])[CH:11]([CH2:14][CH:15]2[CH2:19][CH2:18][O:17][CH2:16]2)[CH2:10][C:9]1=[O:20].